Dataset: Full USPTO retrosynthesis dataset with 1.9M reactions from patents (1976-2016). Task: Predict the reactants needed to synthesize the given product. Given the product [N+:31]([C:28]1[CH:29]=[CH:30][C:25]([N:22]2[CH2:21][CH2:20][N:19]([C:15]3[CH:14]=[C:13]([O:12][CH2:11][CH2:10][OH:9])[CH:18]=[CH:17][N:16]=3)[CH2:24][CH2:23]2)=[CH:26][CH:27]=1)([O-:33])=[O:32], predict the reactants needed to synthesize it. The reactants are: Cl.C([O:9][CH2:10][CH2:11][O:12][C:13]1[CH:18]=[CH:17][N:16]=[C:15]([N:19]2[CH2:24][CH2:23][N:22]([C:25]3[CH:30]=[CH:29][C:28]([N+:31]([O-:33])=[O:32])=[CH:27][CH:26]=3)[CH2:21][CH2:20]2)[CH:14]=1)C1C=CC=CC=1.